Predict the reactants needed to synthesize the given product. From a dataset of Full USPTO retrosynthesis dataset with 1.9M reactions from patents (1976-2016). Given the product [CH3:1][O:2][CH2:3][CH2:4][C:5]1[N:9]=[C:8]([C:10]2[C:18]3[CH2:17][CH2:16][O:15][CH2:14][C:13]=3[S:12][C:11]=2[NH:19][C:29]([C:20]2[CH2:25][CH2:24][CH2:23][CH2:22][C:21]=2[C:26]([OH:28])=[O:27])=[O:30])[O:7][N:6]=1, predict the reactants needed to synthesize it. The reactants are: [CH3:1][O:2][CH2:3][CH2:4][C:5]1[N:9]=[C:8]([C:10]2[C:18]3[CH2:17][CH2:16][O:15][CH2:14][C:13]=3[S:12][C:11]=2[NH2:19])[O:7][N:6]=1.[C:20]12[C:29](=[O:30])[O:28][C:26](=[O:27])[C:21]=1[CH2:22][CH2:23][CH2:24][CH2:25]2.